Dataset: Full USPTO retrosynthesis dataset with 1.9M reactions from patents (1976-2016). Task: Predict the reactants needed to synthesize the given product. (1) Given the product [C:9]([O:8][C:6]([NH:1][CH2:2][C:3]([N:42]1[CH2:43][CH2:44][C:39]([CH2:38][OH:37])([C:45]([O:47][CH3:48])=[O:46])[CH2:40][CH2:41]1)=[O:5])=[O:7])([CH3:12])([CH3:11])[CH3:10], predict the reactants needed to synthesize it. The reactants are: [NH:1]([C:6]([O:8][C:9]([CH3:12])([CH3:11])[CH3:10])=[O:7])[CH2:2][C:3]([OH:5])=O.CN(C(ON1N=NC2C=CC=CC1=2)=[N+](C)C)C.F[P-](F)(F)(F)(F)F.[OH:37][CH2:38][C:39]1([C:45]([O:47][CH3:48])=[O:46])[CH2:44][CH2:43][NH:42][CH2:41][CH2:40]1.CCN(C(C)C)C(C)C. (2) Given the product [S:1]1[C:5]2[CH:6]=[C:7]([N:10]3[CH2:14][CH2:13][N:12]([C:17]4[CH:18]=[N:19][CH:20]=[CH:21][C:22]=4[C:23]([OH:26])([CH3:25])[CH3:24])[C:11]3=[O:15])[CH:8]=[CH:9][C:4]=2[N:3]=[CH:2]1, predict the reactants needed to synthesize it. The reactants are: [S:1]1[C:5]2[CH:6]=[C:7]([N:10]3[CH2:14][CH2:13][NH:12][C:11]3=[O:15])[CH:8]=[CH:9][C:4]=2[N:3]=[CH:2]1.Br[C:17]1[CH:18]=[N:19][CH:20]=[CH:21][C:22]=1[C:23]([OH:26])([CH3:25])[CH3:24].N[C@@H]1CCCC[C@H]1N.P([O-])([O-])([O-])=O.[K+].[K+].[K+].